From a dataset of Peptide-MHC class II binding affinity with 134,281 pairs from IEDB. Regression. Given a peptide amino acid sequence and an MHC pseudo amino acid sequence, predict their binding affinity value. This is MHC class II binding data. (1) The peptide sequence is DVNAGFKAAVAAAAN. The binding affinity (normalized) is 0.818. The MHC is HLA-DQA10102-DQB10602 with pseudo-sequence HLA-DQA10102-DQB10602. (2) The peptide sequence is EHRWREIYNMVKFRM. The MHC is HLA-DPA10201-DPB10501 with pseudo-sequence HLA-DPA10201-DPB10501. The binding affinity (normalized) is 0.569. (3) The peptide sequence is DLLIEALSAMMLDRL. The MHC is DRB1_0404 with pseudo-sequence DRB1_0404. The binding affinity (normalized) is 0.653. (4) The peptide sequence is YDKSLANVSTVLTGK. The MHC is DRB1_0401 with pseudo-sequence DRB1_0401. The binding affinity (normalized) is 0.577. (5) The peptide sequence is EEFISKVRSNAAIGA. The MHC is DRB1_0401 with pseudo-sequence DRB1_0401. The binding affinity (normalized) is 0.704. (6) The peptide sequence is TLQSRMSKNFIKGAK. The MHC is DRB1_0101 with pseudo-sequence DRB1_0101. The binding affinity (normalized) is 0.653.